Dataset: Hepatocyte clearance measurements from AstraZeneca. Task: Regression/Classification. Given a drug SMILES string, predict its absorption, distribution, metabolism, or excretion properties. Task type varies by dataset: regression for continuous measurements (e.g., permeability, clearance, half-life) or binary classification for categorical outcomes (e.g., BBB penetration, CYP inhibition). For this dataset (clearance_hepatocyte_az), we predict log10(clearance) (log10 of the in vitro intrinsic clearance, CLint, in uL/min per 10^6 hepatocytes; values are censored to the assay range of 3 to 150, which is 0.477 to 2.18 on this log10 scale). (1) The molecule is Cc1cc(C)c(CNC(=O)c2cc(C3CC3)nc3c2cnn3C(C)C)c(O)n1. The log10(clearance) is 2.11. (2) The drug is C=CC(=O)Nc1cccc(CN2C(=O)N(c3c(Cl)c(OC)cc(OC)c3Cl)Cc3cnc(NCCCCN(CC)CC)nc32)c1. The log10(clearance) is 1.60. (3) The molecule is O=c1[nH]c2c(O)ccc([C@@H](O)CNCCSCCCNCCc3ccccc3)c2s1. The log10(clearance) is 0.480. (4) The compound is O=C(C1CCCCC1)N1CC(=O)N2CCc3ccccc3C2C1. The log10(clearance) is 1.24. (5) The drug is CN[C@@H](C)C(=O)N[C@H]1CN(C(=O)CC(C)C)CC[C@H]2CC[C@@H](C(=O)NC(c3ccccc3)c3ccccc3)N2C1=O. The log10(clearance) is 1.23. (6) The drug is CC1CN(S(=O)(=O)c2ccccc2)CCN1Cc1cc(Cl)ccc1OCC(=O)O. The log10(clearance) is 0.850. (7) The molecule is N#Cc1ccc(NC(=O)Nc2ccccc2Br)c2nn[nH]c12. The log10(clearance) is 1.84.